From a dataset of Forward reaction prediction with 1.9M reactions from USPTO patents (1976-2016). Predict the product of the given reaction. (1) Given the reactants C(OC([NH:8][C@H:9]([C:27](=[O:29])[NH2:28])[CH2:10][C:11]1[CH:16]=[CH:15][C:14]([O:17][C:18](=[O:21])[CH2:19][CH3:20])=[C:13]([O:22][C:23](=[O:26])[CH2:24][CH3:25])[CH:12]=1)=O)(C)(C)C.CCOCC.[ClH:35].O1CCOCC1, predict the reaction product. The product is: [Cl-:35].[C:23]([O:22][C:13]1[CH:12]=[C:11]([CH2:10][C@H:9]([NH3+:8])[C:27](=[O:29])[NH2:28])[CH:16]=[CH:15][C:14]=1[O:17][C:18](=[O:21])[CH2:19][CH3:20])(=[O:26])[CH2:24][CH3:25]. (2) Given the reactants C(OC(=O)[NH:5][CH:6]([CH3:31])[CH2:7][C:8]1[CH:9]=[C:10]2[C:14](=[C:15]([C:17](=[O:19])[NH2:18])[CH:16]=1)[N:13]([CH2:20][CH2:21][CH2:22][O:23][Si:24]([C:27]([CH3:30])([CH3:29])[CH3:28])([CH3:26])[CH3:25])[CH2:12][CH2:11]2)C.[OH-].[K+], predict the reaction product. The product is: [NH2:5][CH:6]([CH3:31])[CH2:7][C:8]1[CH:9]=[C:10]2[C:14](=[C:15]([C:17]([NH2:18])=[O:19])[CH:16]=1)[N:13]([CH2:20][CH2:21][CH2:22][O:23][Si:24]([C:27]([CH3:30])([CH3:29])[CH3:28])([CH3:25])[CH3:26])[CH2:12][CH2:11]2. (3) The product is: [Cl:1][C:2]1[CH:7]=[CH:6][C:5]([NH:8][CH:9]2[CH2:12][S:11](=[O:16])[CH2:10]2)=[C:4]([N+:13]([O-:15])=[O:14])[CH:3]=1. Given the reactants [Cl:1][C:2]1[CH:7]=[CH:6][C:5]([NH:8][CH:9]2[CH2:12][S:11][CH2:10]2)=[C:4]([N+:13]([O-:15])=[O:14])[CH:3]=1.[OH:16]OS([O-])=O.[K+], predict the reaction product. (4) Given the reactants [CH2:1]([S:8][C:9]1[N:14]=[C:13]([O:15]C)[C:12]([O:17]C)=[CH:11][CH:10]=1)[C:2]1[CH:7]=[CH:6][CH:5]=[CH:4][CH:3]=1.B(Br)(Br)Br.O, predict the reaction product. The product is: [CH2:1]([S:8][C:9]1[NH:14][C:13](=[O:15])[C:12]([OH:17])=[CH:11][CH:10]=1)[C:2]1[CH:3]=[CH:4][CH:5]=[CH:6][CH:7]=1. (5) Given the reactants Cl.[NH:2]1[CH2:7][CH2:6][CH2:5][C@H:4]([C:8]2[N:12]=[C:11]([C:13]3[CH:18]=[CH:17][CH:16]=[CH:15][N:14]=3)[O:10][N:9]=2)[CH2:3]1.[F:19][C:20]1[CH:28]=[CH:27][C:23]([C:24](Cl)=[O:25])=[CH:22][CH:21]=1, predict the reaction product. The product is: [F:19][C:20]1[CH:28]=[CH:27][C:23]([C:24]([N:2]2[CH2:7][CH2:6][CH2:5][C@H:4]([C:8]3[N:12]=[C:11]([C:13]4[CH:18]=[CH:17][CH:16]=[CH:15][N:14]=4)[O:10][N:9]=3)[CH2:3]2)=[O:25])=[CH:22][CH:21]=1. (6) Given the reactants [C:1]([C:3]1[C:4]([C:26]2[CH:31]=[CH:30][CH:29]=[C:28]([N+:32]([O-:34])=[O:33])[CH:27]=2)=[N:5][C:6]([S:24][CH3:25])=[N:7][C:8]=1[CH2:9][CH2:10][CH:11](C(OCC)=O)[C:12]([O:14][C:15](C)([CH3:17])C)=[O:13])#[N:2].Cl[Sn](Cl)(Cl)Cl, predict the reaction product. The product is: [NH2:2][C:1]1[C:3]2[C:4]([C:26]3[CH:31]=[CH:30][CH:29]=[C:28]([N+:32]([O-:34])=[O:33])[CH:27]=3)=[N:5][C:6]([S:24][CH3:25])=[N:7][C:8]=2[CH2:9][CH2:10][C:11]=1[C:12]([O:14][CH2:15][CH3:17])=[O:13].